Dataset: Reaction yield outcomes from USPTO patents with 853,638 reactions. Task: Predict the reaction yield, written as a fraction of the theoretical maximum amount of product (1.0 means a 100% yield; for example, 0.34 means a 34% yield). The reactants are [CH3:1][NH:2][C:3]1[CH:11]=[CH:10][C:6]([C:7]([OH:9])=[O:8])=[CH:5][C:4]=1[N+:12]([O-])=O. The catalyst is CO.[Pd]. The product is [NH2:12][C:4]1[CH:5]=[C:6]([CH:10]=[CH:11][C:3]=1[NH:2][CH3:1])[C:7]([OH:9])=[O:8]. The yield is 0.365.